This data is from Forward reaction prediction with 1.9M reactions from USPTO patents (1976-2016). The task is: Predict the product of the given reaction. (1) The product is: [O:18]=[C:10]1[N:9]([CH:6]2[CH2:5][CH2:4][N:3]([CH:19]3[CH2:24][CH2:23][N:22]([C:33]([O:35][CH:36]([CH3:38])[CH3:37])=[O:34])[CH2:21][CH2:20]3)[CH2:8][CH2:7]2)[C@H:13]2[CH2:14][CH2:15][CH2:16][CH2:17][C@@H:12]2[NH:11]1. Given the reactants Cl.Cl.[N:3]1([CH:19]2[CH2:24][CH2:23][NH:22][CH2:21][CH2:20]2)[CH2:8][CH2:7][CH:6]([N:9]2[C@H:13]3[CH2:14][CH2:15][CH2:16][CH2:17][C@@H:12]3[NH:11][C:10]2=[O:18])[CH2:5][CH2:4]1.C(N(CC)CC)C.Cl[C:33]([O:35][CH:36]([CH3:38])[CH3:37])=[O:34].[OH-].[Na+], predict the reaction product. (2) The product is: [C:19](=[O:36])([O:25][C:26]1[C:31]([O:32][CH3:33])=[CH:30][CH:29]=[CH:28][C:27]=1[CH2:34][OH:35])[O:20][C:21]([CH3:24])([CH3:23])[CH3:22]. Given the reactants C(=O)(OC1C=C(OC)C=CC=1CO)OC(C)(C)C.[C:19](=[O:36])([O:25][C:26]1[C:31]([O:32][CH3:33])=[CH:30][CH:29]=[CH:28][C:27]=1[CH:34]=[O:35])[O:20][C:21]([CH3:24])([CH3:23])[CH3:22], predict the reaction product. (3) Given the reactants [Cl:1][C:2]1[CH:10]=[CH:9][C:5]([C:6](Cl)=[O:7])=[CH:4][N:3]=1.[CH3:11][O:12][C:13]1[CH:19]=[C:18]([O:20][CH3:21])[CH:17]=[CH:16][C:14]=1[NH2:15], predict the reaction product. The product is: [Cl:1][C:2]1[N:3]=[CH:4][C:5]([C:6]([NH:15][C:14]2[CH:16]=[CH:17][C:18]([O:20][CH3:21])=[CH:19][C:13]=2[O:12][CH3:11])=[O:7])=[CH:9][CH:10]=1. (4) Given the reactants C(OC(=O)[NH:7][C@@H:8]1[C:14](=[O:15])[N:13]([CH2:16][C:17]([F:20])([F:19])[F:18])[C:12]2[CH:21]=[CH:22][CH:23]=[CH:24][C:11]=2[N:10]([CH2:25][CH2:26][O:27][CH2:28][C:29]2[CH:34]=[CH:33][CH:32]=[CH:31][CH:30]=2)[CH2:9]1)(C)(C)C.[ClH:36], predict the reaction product. The product is: [ClH:36].[NH2:7][C@@H:8]1[C:14](=[O:15])[N:13]([CH2:16][C:17]([F:19])([F:18])[F:20])[C:12]2[CH:21]=[CH:22][CH:23]=[CH:24][C:11]=2[N:10]([CH2:25][CH2:26][O:27][CH2:28][C:29]2[CH:30]=[CH:31][CH:32]=[CH:33][CH:34]=2)[CH2:9]1.